From a dataset of Forward reaction prediction with 1.9M reactions from USPTO patents (1976-2016). Predict the product of the given reaction. Given the reactants Cl[C:2]1[CH:7]=[CH:6][C:5]([NH2:8])=[CH:4][C:3]=1[C:9]1[O:10][C:11]2[CH:17]=[CH:16][C:15]([CH3:18])=[CH:14][C:12]=2[N:13]=1.N[C:20]1C=C(C)C=CC=1O.CC1C=CC([N+]([O-])=O)=CC=1C(Cl)=O, predict the reaction product. The product is: [CH3:20][C:2]1[CH:7]=[CH:6][C:5]([NH2:8])=[CH:4][C:3]=1[C:9]1[O:10][C:11]2[CH:17]=[CH:16][C:15]([CH3:18])=[CH:14][C:12]=2[N:13]=1.